From a dataset of Reaction yield outcomes from USPTO patents with 853,638 reactions. Predict the reaction yield, written as a fraction of the theoretical maximum amount of product (1.0 means a 100% yield; for example, 0.34 means a 34% yield). (1) The reactants are [F:1][C:2]1[CH:18]=[C:17]([CH:19]=[CH2:20])[CH:16]=[C:15]([F:21])[C:3]=1[O:4][C:5]1[CH:6]=[N:7][C:8]([C:11]([F:14])([F:13])[F:12])=[N:9][CH:10]=1.B1C2CCCC1CCC2.[OH-:31].[Na+].OO. The catalyst is C1COCC1. The product is [F:21][C:15]1[CH:16]=[C:17]([CH2:19][CH2:20][OH:31])[CH:18]=[C:2]([F:1])[C:3]=1[O:4][C:5]1[CH:10]=[N:9][C:8]([C:11]([F:12])([F:13])[F:14])=[N:7][CH:6]=1. The yield is 1.53. (2) The product is [CH3:25][C:17]1[CH:16]=[C:15]([CH2:14][O:1][C:2]2[CH:3]=[CH:4][C:5]([CH2:8][C:9]([OH:11])=[O:10])=[CH:6][CH:7]=2)[C:24]2[C:19](=[CH:20][CH:21]=[CH:22][CH:23]=2)[N:18]=1. The reactants are [OH:1][C:2]1[CH:7]=[CH:6][C:5]([CH2:8][C:9]([O:11]C)=[O:10])=[CH:4][CH:3]=1.Cl[CH2:14][C:15]1[C:24]2[C:19](=[CH:20][CH:21]=[CH:22][CH:23]=2)[N:18]=[C:17]([CH3:25])[CH:16]=1.C(=O)([O-])[O-].[Cs+].[Cs+]. The yield is 0.760. The catalyst is C1COCC1.[I-].[Na+]. (3) The reactants are [NH2:1][C:2]1[CH:3]=[C:4]([CH:16]=[CH:17][CH:18]=1)[O:5][C:6]1[CH:11]=[CH:10][N:9]=[C:8]2[NH:12][C:13](=[O:15])[NH:14][C:7]=12.[F:19][C:20]1[C:28]([O:29][C:30]([F:33])([F:32])[F:31])=[CH:27][CH:26]=[CH:25][C:21]=1[C:22](Cl)=[O:23]. No catalyst specified. The product is [O:15]=[C:13]1[NH:12][C:8]2=[N:9][CH:10]=[CH:11][C:6]([O:5][C:4]3[CH:3]=[C:2]([NH:1][C:22](=[O:23])[C:21]4[CH:25]=[CH:26][CH:27]=[C:28]([O:29][C:30]([F:31])([F:32])[F:33])[C:20]=4[F:19])[CH:18]=[CH:17][CH:16]=3)=[C:7]2[NH:14]1. The yield is 0.117. (4) The reactants are [OH:1]/[N:2]=[C:3](\Cl)/[C:4]1[CH:9]=[CH:8][C:7]([F:10])=[CH:6][CH:5]=1.[C:12]([O:17][CH2:18][CH3:19])(=[O:16])[C:13]#[C:14][CH3:15].C(N(CC)CC)C. The catalyst is C(OCC)C. The product is [CH2:18]([O:17][C:12]([C:13]1[C:3]([C:4]2[CH:9]=[CH:8][C:7]([F:10])=[CH:6][CH:5]=2)=[N:2][O:1][C:14]=1[CH3:15])=[O:16])[CH3:19]. The yield is 0.440. (5) The reactants are [C:1]1([C:16]2[CH:21]=[CH:20][CH:19]=[CH:18][CH:17]=2)[CH:6]=[CH:5][C:4]([C:7]2([C:12]([O:14][CH3:15])=[O:13])[CH2:9][CH:8]2[CH:10]=O)=[CH:3][CH:2]=1.[CH3:22][NH2:23].[BH4-].[Na+].[ClH:26]. The catalyst is CO.C(OCC)C. The product is [ClH:26].[C:1]1([C:16]2[CH:21]=[CH:20][CH:19]=[CH:18][CH:17]=2)[CH:6]=[CH:5][C:4]([C:7]2([C:12]([O:14][CH3:15])=[O:13])[CH2:9][CH:8]2[CH2:10][NH:23][CH3:22])=[CH:3][CH:2]=1. The yield is 0.780. (6) The reactants are [CH:1]1([C:4]2[NH:8][N:7]=[C:6]([NH:9][C:10]3[C:15]([C:16]#[CH:17])=[CH:14][N:13]=[C:12]([C:18]4[S:22][C:21]([C:23]#N)=[CH:20][CH:19]=4)[N:11]=3)[CH:5]=2)[CH2:3][CH2:2]1.[C:25]([O-])([O-])=[O:26].[K+].[K+].[ClH:31].C[OH:33]. No catalyst specified. The product is [ClH:31].[CH:1]1([C:4]2[NH:8][N:7]=[C:6]([NH:9][C:10]3[C:15]([C:16]#[CH:17])=[CH:14][N:13]=[C:12]([C:18]4[S:22][C:21]([C:23]([O:26][CH3:25])=[O:33])=[CH:20][CH:19]=4)[N:11]=3)[CH:5]=2)[CH2:3][CH2:2]1. The yield is 0.220. (7) The reactants are [NH2:1][C:2]1[N:3]=[C:4]2[CH:9]=[CH:8][C:7]([O:10][C:11]3[CH:12]=[C:13]([NH:17][C:18](=[O:30])[C:19]4[CH:24]=[CH:23][CH:22]=[C:21]([C:25]5([C:28]#[N:29])[CH2:27][CH2:26]5)[CH:20]=4)[CH:14]=[CH:15][CH:16]=3)=[N:6][N:5]2[CH:31]=1.[N:32]1[CH:37]=[CH:36][CH:35]=[CH:34][C:33]=1[C:38](O)=[O:39].C(Cl)(=O)C(Cl)=O.O1CCCC1. The catalyst is CN(C)C=O.CN1CCCC1=O. The product is [C:28]([C:25]1([C:21]2[CH:20]=[C:19]([CH:24]=[CH:23][CH:22]=2)[C:18]([NH:17][C:13]2[CH:12]=[C:11]([CH:16]=[CH:15][CH:14]=2)[O:10][C:7]2[CH:8]=[CH:9][C:4]3[N:5]([CH:31]=[C:2]([NH:1][C:38]([C:33]4[CH:34]=[CH:35][CH:36]=[CH:37][N:32]=4)=[O:39])[N:3]=3)[N:6]=2)=[O:30])[CH2:27][CH2:26]1)#[N:29]. The yield is 0.670.